Task: Predict the reaction yield, written as a fraction of the theoretical maximum amount of product (1.0 means a 100% yield; for example, 0.34 means a 34% yield).. Dataset: Reaction yield outcomes from USPTO patents with 853,638 reactions (1) The catalyst is CC(N(C)C)=O. The reactants are [CH2:1]([OH:8])[C:2]1[CH:7]=[CH:6][CH:5]=[CH:4][CH:3]=1.[Cl:9][C:10]1[C:15](Cl)=[CH:14][C:13]([NH2:17])=[C:12]([N+:18]([O-:20])=[O:19])[CH:11]=1.C(=O)([O-])[O-].[Cs+].[Cs+]. The yield is 0.370. The product is [CH2:1]([O:8][C:15]1[C:10]([Cl:9])=[CH:11][C:12]([N+:18]([O-:20])=[O:19])=[C:13]([NH2:17])[CH:14]=1)[C:2]1[CH:7]=[CH:6][CH:5]=[CH:4][CH:3]=1. (2) The reactants are [NH2:1][C:2]1[C:3](=[O:22])[N:4]([CH2:14][C:15]2[CH:20]=[CH:19][CH:18]=[CH:17][C:16]=2[F:21])[C:5](=[O:13])[N:6]([CH2:9][CH2:10][CH2:11][CH3:12])[C:7]=1N.[N:23]1[CH:28]=[CH:27][CH:26]=[CH:25][C:24]=1[NH:29][S:30]([C:33]1[CH:38]=[CH:37][C:36]([CH2:39][C:40](O)=[O:41])=[CH:35][CH:34]=1)(=[O:32])=[O:31].C(N(CC)C(C)C)(C)C.F[B-](F)(F)F.N1(OC(N(C)C)=[N+](C)C)C2C=CC=CC=2N=N1.Cl. The catalyst is CN(C)C=O.O. The product is [CH2:9]([N:6]1[CH:7]=[C:2]([NH:1][C:40](=[O:41])[CH2:39][C:36]2[CH:35]=[CH:34][C:33]([S:30](=[O:31])(=[O:32])[NH:29][C:24]3[CH:25]=[CH:26][CH:27]=[CH:28][N:23]=3)=[CH:38][CH:37]=2)[C:3](=[O:22])[N:4]([CH2:14][C:15]2[CH:20]=[CH:19][CH:18]=[CH:17][C:16]=2[F:21])[C:5]1=[O:13])[CH2:10][CH2:11][CH3:12]. The yield is 0.860. (3) The reactants are [N:1]([C@@H:4]1[CH2:8][N:7]([C:9]2[N:13]3[C:14]4[CH:20]=[CH:19][NH:18][C:15]=4[N:16]=[CH:17][C:12]3=[N:11][CH:10]=2)[C@H:6]([CH2:21][CH3:22])[CH2:5]1)=[N+]=[N-].BrCC(OC(C)(C)C)=O.Cl.N([C@@H]1CN[C@H](C)C1)=[N+]=[N-].N([C@@H]1CN(C(OC(C)(C)C)=O)[C@H](C)C1)=[N+]=[N-].[OH-].[Na+].[H][H]. The catalyst is CCO.[OH-].[OH-].[Pd+2]. The product is [CH2:21]([C@H:6]1[N:7]([C:9]2[N:13]3[C:14]4[CH:20]=[CH:19][NH:18][C:15]=4[N:16]=[CH:17][C:12]3=[N:11][CH:10]=2)[CH2:8][C@@H:4]([NH2:1])[CH2:5]1)[CH3:22]. The yield is 0.890.